This data is from Full USPTO retrosynthesis dataset with 1.9M reactions from patents (1976-2016). The task is: Predict the reactants needed to synthesize the given product. (1) Given the product [CH2:3]([NH:31][C:30]1[N:22]([CH3:21])[N:23]=[C:24]2[C:29]=1[CH2:28][CH2:27][CH2:26][N:25]2[C:32]1[C:37]([CH3:38])=[CH:36][C:35]([CH3:39])=[CH:34][C:33]=1[CH3:40])[CH2:2][CH3:7], predict the reactants needed to synthesize it. The reactants are: Cl[C:2]1[CH:7]=C(C)C=C(C)[C:3]=1N1CCCC2=C(N)N(C)N=C12.[CH3:21][N:22]1[C:30]([NH2:31])=[C:29]2[C:24]([N:25]([C:32]3[C:37]([CH3:38])=[CH:36][C:35]([CH3:39])=[CH:34][C:33]=3[CH3:40])[CH2:26][CH2:27][CH2:28]2)=[N:23]1. (2) Given the product [N:1]1([CH2:5][CH2:6][N:7]2[CH:11]=[C:10]([C:12]3[CH:17]=[CH:16][C:15]([F:18])=[C:14]([CH3:19])[CH:13]=3)[N:9]=[C:8]2[CH:20]2[CH2:25][CH2:24][N:23]([C:26]3[N:31]=[CH:30][N:29]=[C:28]([NH2:32])[C:27]=3[C:36]3[CH:35]=[N:34][CH:39]=[CH:38][CH:37]=3)[CH2:22][CH2:21]2)[CH2:4][CH2:3][CH2:2]1, predict the reactants needed to synthesize it. The reactants are: [N:1]1([CH2:5][CH2:6][N:7]2[CH:11]=[C:10]([C:12]3[CH:17]=[CH:16][C:15]([F:18])=[C:14]([CH3:19])[CH:13]=3)[N:9]=[C:8]2[CH:20]2[CH2:25][CH2:24][N:23]([C:26]3[N:31]=[CH:30][N:29]=[C:28]([NH2:32])[C:27]=3Br)[CH2:22][CH2:21]2)[CH2:4][CH2:3][CH2:2]1.[N:34]1[CH:39]=[CH:38][CH:37]=[C:36](B(O)O)[CH:35]=1.